This data is from Full USPTO retrosynthesis dataset with 1.9M reactions from patents (1976-2016). The task is: Predict the reactants needed to synthesize the given product. (1) Given the product [NH2:22][C:5]1[CH:4]=[CH:3][C:2]([F:1])=[CH:7][C:6]=1[S:8]([NH:11][C:12]1[CH:13]=[CH:14][CH:15]=[C:16]2[C:21]=1[N:20]=[CH:19][CH:18]=[CH:17]2)(=[O:9])=[O:10], predict the reactants needed to synthesize it. The reactants are: [F:1][C:2]1[CH:3]=[CH:4][C:5]([N+:22]([O-])=O)=[C:6]([S:8]([NH:11][C:12]2[CH:13]=[CH:14][CH:15]=[C:16]3[C:21]=2[N:20]=[CH:19][CH:18]=[CH:17]3)(=[O:10])=[O:9])[CH:7]=1.Cl[Sn]Cl. (2) Given the product [Br:16][C:6]1[CH:14]=[CH:13][C:9]2[N:10]=[CH:11][S:12][C:8]=2[CH:7]=1, predict the reactants needed to synthesize it. The reactants are: N([O-])=O.[Na+].N[C:6]1[CH:14]=[CH:13][C:9]2[N:10]=[CH:11][S:12][C:8]=2[CH:7]=1.N.[BrH:16]. (3) Given the product [F:9][C:10]1[CH:11]=[C:12]([C@@H:51]([CH:52]2[CH2:53][CH2:54][N:55]([S:58]([CH3:61])(=[O:59])=[O:60])[CH2:56][CH2:57]2)[CH2:50][CH:49]=[O:62])[CH:13]=[C:14]([F:16])[CH:15]=1, predict the reactants needed to synthesize it. The reactants are: CN(CCN(C)C)C.[F:9][C:10]1[CH:11]=[C:12]([Mg]Br)[CH:13]=[C:14]([F:16])[CH:15]=1.[O-]S(C(F)(F)F)(=O)=O.C([B+]CCCC)CCC.CN1[C@@H](C)[C@@H](C2C=CC=CC=2)N([C:49](=[O:62])/[CH:50]=[CH:51]/[CH:52]2[CH2:57][CH2:56][N:55]([S:58]([CH3:61])(=[O:60])=[O:59])[CH2:54][CH2:53]2)C1=O.[Cl-].[NH4+]. (4) Given the product [CH:1]1([N:7]([CH2:33][CH:34]=[O:35])[C:8](=[O:32])[CH2:9][CH2:10][N:11]([CH2:22][CH2:23][C:24]2[CH:29]=[CH:28][C:27]([Cl:30])=[C:26]([Cl:31])[CH:25]=2)[C:12](=[O:21])[O:13][CH2:14][C:15]2[CH:20]=[CH:19][CH:18]=[CH:17][CH:16]=2)[CH2:6][CH2:5][CH2:4][CH2:3][CH2:2]1, predict the reactants needed to synthesize it. The reactants are: [CH:1]1([N:7]([CH2:33][CH:34](OC)[O:35]C)[C:8](=[O:32])[CH2:9][CH2:10][N:11]([CH2:22][CH2:23][C:24]2[CH:29]=[CH:28][C:27]([Cl:30])=[C:26]([Cl:31])[CH:25]=2)[C:12](=[O:21])[O:13][CH2:14][C:15]2[CH:20]=[CH:19][CH:18]=[CH:17][CH:16]=2)[CH2:6][CH2:5][CH2:4][CH2:3][CH2:2]1.O.C1(C)C=CC(S(O)(=O)=O)=CC=1.C([O-])(O)=O.[Na+]. (5) Given the product [NH2:13][C:12]1[C:11](=[N:10][NH:9][C:4]2[CH:5]=[CH:6][CH:7]=[CH:8][C:3]=2[CH2:2][OH:30])[C:14]([NH2:15])=[N:32][N:31]=1, predict the reactants needed to synthesize it. The reactants are: O[CH2:2][C:3]1[CH:8]=[CH:7][CH:6]=[CH:5][C:4]=1[NH:9][N:10]=[C:11]([C:14]#[N:15])[C:12]#[N:13].NC1C=C(C=CC=1)CO.C(#N)CC#N.[OH2:30].[NH2:31][NH2:32]. (6) Given the product [Cl:14][C:15]1[C:20]([C:21]([O:23][C:24]([CH3:27])([CH3:26])[CH3:25])=[O:22])=[CH:19][CH:18]=[C:17]([N:9]2[CH:10]=[CH:11][C:7]([O:6][CH2:5][C:4]([CH3:13])([CH3:12])[CH3:3])=[N:8]2)[N:16]=1, predict the reactants needed to synthesize it. The reactants are: [H-].[Na+].[CH3:3][C:4]([CH3:13])([CH3:12])[CH2:5][O:6][C:7]1[CH:11]=[CH:10][NH:9][N:8]=1.[Cl:14][C:15]1[C:20]([C:21]([O:23][C:24]([CH3:27])([CH3:26])[CH3:25])=[O:22])=[CH:19][CH:18]=[C:17](Cl)[N:16]=1. (7) Given the product [CH3:19][C:17]1[CH:16]=[CH:15][N:14]=[C:13]([N:1]2[CH:5]=[CH:4][CH:3]=[N:2]2)[CH:18]=1, predict the reactants needed to synthesize it. The reactants are: [NH:1]1[CH:5]=[CH:4][CH:3]=[N:2]1.CC([O-])(C)C.[K+].F[C:13]1[CH:18]=[C:17]([CH3:19])[CH:16]=[CH:15][N:14]=1. (8) Given the product [O:20]1[C:25]2[CH:26]=[CH:27][C:28]([CH2:30][N:4]3[CH2:3][CH2:2][N:1]([C:7]4[CH:8]=[CH:9][C:10]5[N:11]([C:13]([C:16]([F:17])([F:18])[F:19])=[N:14][N:15]=5)[N:12]=4)[CH2:6][CH2:5]3)=[CH:29][C:24]=2[O:23][CH2:22][CH2:21]1, predict the reactants needed to synthesize it. The reactants are: [N:1]1([C:7]2[CH:8]=[CH:9][C:10]3[N:11]([C:13]([C:16]([F:19])([F:18])[F:17])=[N:14][N:15]=3)[N:12]=2)[CH2:6][CH2:5][NH:4][CH2:3][CH2:2]1.[O:20]1[C:25]2[CH:26]=[CH:27][C:28]([CH:30]=O)=[CH:29][C:24]=2[O:23][CH2:22][CH2:21]1.